This data is from Catalyst prediction with 721,799 reactions and 888 catalyst types from USPTO. The task is: Predict which catalyst facilitates the given reaction. (1) Reactant: [CH3:1][O:2][C:3]1[CH:8]=[CH:7][CH:6]=[CH:5][C:4]=1[C:9]1[C:17]2[C:12](=[N:13][CH:14]=[C:15](B3OC(C)(C)C(C)(C)O3)[CH:16]=2)[N:11]([S:27]([C:30]2[CH:35]=[CH:34][C:33]([CH3:36])=[CH:32][CH:31]=2)(=[O:29])=[O:28])[CH:10]=1.Br[C:38]1[CH:39]=[C:40]([CH:44]=[O:45])[CH:41]=[N:42][CH:43]=1.C(=O)(O)[O-].[Na+]. Product: [CH3:1][O:2][C:3]1[CH:8]=[CH:7][CH:6]=[CH:5][C:4]=1[C:9]1[C:17]2[C:12](=[N:13][CH:14]=[C:15]([C:38]3[CH:39]=[C:40]([CH:44]=[O:45])[CH:41]=[N:42][CH:43]=3)[CH:16]=2)[N:11]([S:27]([C:30]2[CH:35]=[CH:34][C:33]([CH3:36])=[CH:32][CH:31]=2)(=[O:28])=[O:29])[CH:10]=1. The catalyst class is: 783. (2) Reactant: [Si]([O:8][CH2:9][CH2:10][N:11]1[C:19]2[C:18](Cl)=[N:17][CH:16]=[N:15][C:14]=2[CH:13]=[CH:12]1)(C(C)(C)C)(C)C.[O:21]1[C:25]2[CH:26]=[CH:27][CH:28]=[C:29]([O:30][C:31]3[CH:37]=[CH:36][C:34]([NH2:35])=[CH:33][C:32]=3[Cl:38])[C:24]=2[CH:23]=[N:22]1.Cl.C(=O)([O-])O.[Na+]. Product: [O:21]1[C:25]2[CH:26]=[CH:27][CH:28]=[C:29]([O:30][C:31]3[CH:37]=[CH:36][C:34]([NH:35][C:18]4[C:19]5[N:11]([CH2:10][CH2:9][OH:8])[CH:12]=[CH:13][C:14]=5[N:15]=[CH:16][N:17]=4)=[CH:33][C:32]=3[Cl:38])[C:24]=2[CH:23]=[N:22]1. The catalyst class is: 32. (3) Reactant: [CH2:1]([O:5][C:6]1[N:14]=[C:13]2[C:9]([N:10]=[C:11]([O:24]C)[N:12]2[CH2:15][C:16]2[CH:21]=[CH:20][C:19]([CH2:22]O)=[CH:18][CH:17]=2)=[C:8]([NH2:26])[N:7]=1)[CH2:2][CH2:3][CH3:4].S(Cl)([Cl:29])=O.C1(C)C=CC=CC=1. Product: [CH2:1]([O:5][C:6]1[N:14]=[C:13]2[C:9]([NH:10][C:11](=[O:24])[N:12]2[CH2:15][C:16]2[CH:21]=[CH:20][C:19]([CH2:22][Cl:29])=[CH:18][CH:17]=2)=[C:8]([NH2:26])[N:7]=1)[CH2:2][CH2:3][CH3:4]. The catalyst class is: 4. (4) The catalyst class is: 9. Reactant: [CH2:1]([O:8][C:9]1[CH:10]=[C:11]2[C:15](=[CH:16][CH:17]=1)[NH:14][CH:13]=[CH:12]2)[C:2]1[CH:7]=[CH:6][CH:5]=[CH:4][CH:3]=1.[H-].[Na+].Br[CH2:21][C:22]([O:24][CH2:25]C)=[O:23].C(=O)([O-])[O-].[Cs+].[Cs+].IC. Product: [CH2:1]([O:8][C:9]1[CH:10]=[C:11]2[C:15](=[CH:16][CH:17]=1)[NH:14][C:13]([CH2:21][C:22]([O:24][CH3:25])=[O:23])=[CH:12]2)[C:2]1[CH:3]=[CH:4][CH:5]=[CH:6][CH:7]=1. (5) Reactant: B(Br)(Br)Br.C[O:6][C:7]1[C:12]2[CH2:13][CH2:14][CH:15]([C:19]([N:21]3[CH2:26][CH2:25][CH:24]([C:27]4[CH:32]=[CH:31][CH:30]=[CH:29][CH:28]=4)[CH2:23][CH2:22]3)=[O:20])[CH2:16][C:17](=[O:18])[C:11]=2[CH:10]=[CH:9][CH:8]=1.[NH4+].[OH-]. Product: [OH:6][C:7]1[C:12]2[CH2:13][CH2:14][CH:15]([C:19]([N:21]3[CH2:26][CH2:25][CH:24]([C:27]4[CH:28]=[CH:29][CH:30]=[CH:31][CH:32]=4)[CH2:23][CH2:22]3)=[O:20])[CH2:16][C:17](=[O:18])[C:11]=2[CH:10]=[CH:9][CH:8]=1. The catalyst class is: 2. (6) Product: [CH3:1][O:2][C:3]1[C:23]2[C:22]([CH3:24])([CH3:25])[N:10]3[CH2:11][CH2:12][C:13]4[C:18]([CH:9]3[CH:8]([CH2:26][C:27]3[CH:32]=[CH:31][CH:30]=[CH:29][N:28]=3)[C:7]=2[CH:6]=[CH:5][C:4]=1[O:33][CH3:34])=[CH:17][C:16]1[O:19][CH2:20][O:21][C:15]=1[CH:14]=4. Reactant: [CH3:1][O:2][C:3]1[C:23]2[C:22]([CH3:25])([CH3:24])[NH+:10]3[CH2:11][CH2:12][C:13]4[C:18]([CH:9]3[CH:8]([CH2:26][C:27]3[CH:32]=[CH:31][CH:30]=[CH:29][N:28]=3)[C:7]=2[CH:6]=[CH:5][C:4]=1[O:33][CH3:34])=[CH:17][C:16]1[O:19][CH2:20][O:21][C:15]=1[CH:14]=4.[Br-].[BH4-].[Na+]. The catalyst class is: 5.